From a dataset of Forward reaction prediction with 1.9M reactions from USPTO patents (1976-2016). Predict the product of the given reaction. (1) Given the reactants [F:1][C:2]1[CH:3]=[CH:4][C:5]([O:9][CH:10]2[CH2:15][CH2:14][N:13]([CH3:16])[CH2:12][CH2:11]2)=[C:6]([NH2:8])[CH:7]=1.[F:17][C:18]1[CH:34]=[CH:33][CH:32]=[C:31]([F:35])[C:19]=1[C:20]([NH:22][C:23]1[C:24]([C:28](O)=[O:29])=[N:25][NH:26][CH:27]=1)=[O:21].C(Cl)CCl.C1C=CC2N(O)N=NC=2C=1, predict the reaction product. The product is: [F:1][C:2]1[CH:3]=[CH:4][C:5]([O:9][CH:10]2[CH2:15][CH2:14][N:13]([CH3:16])[CH2:12][CH2:11]2)=[C:6]([NH:8][C:28]([C:24]2[C:23]([NH:22][C:20](=[O:21])[C:19]3[C:18]([F:17])=[CH:34][CH:33]=[CH:32][C:31]=3[F:35])=[CH:27][NH:26][N:25]=2)=[O:29])[CH:7]=1. (2) Given the reactants Cl.[CH3:2][O:3][NH2:4].[N:5]([CH2:8][C@H:9]1[O:13][C:12](=[O:14])[N:11]([C:15]2[CH:20]=[CH:19][C:18]([C:21](OC3C(F)=C(F)C(F)=C(F)C=3F)=[O:22])=[C:17]([F:35])[CH:16]=2)[CH2:10]1)=[N+:6]=[N-:7].C(N(C(C)C)CC)(C)C, predict the reaction product. The product is: [N:5]([CH2:8][C@H:9]1[O:13][C:12](=[O:14])[N:11]([C:15]2[CH:20]=[CH:19][C:18]([C:21]([NH:4][O:3][CH3:2])=[O:22])=[C:17]([F:35])[CH:16]=2)[CH2:10]1)=[N+:6]=[N-:7]. (3) Given the reactants [CH:1]1[C:6]2[CH2:7][CH2:8][C:9](=[O:12])[CH2:10][CH2:11][C:5]=2[CH:4]=[CH:3][CH:2]=1.[N:13](OCCCC)=[O:14].[C:20](=[O:23])([O-])O.[Na+].[CH3:25]O, predict the reaction product. The product is: [CH3:25][O:12][C:9]1([O:23][CH3:20])[CH2:8][CH2:7][C:6]2[CH:1]=[CH:2][CH:3]=[CH:4][C:5]=2[CH2:11][C:10]1=[N:13][OH:14]. (4) Given the reactants C([O:8][CH2:9][C@@:10]1([O:24][CH3:25])[CH2:15][CH2:14][N:13]([C:16]([O:18][C:19]([CH3:22])([CH3:21])[CH3:20])=[O:17])[CH2:12][C@H:11]1[F:23])C1C=CC=CC=1.[H][H], predict the reaction product. The product is: [F:23][C@H:11]1[C@:10]([CH2:9][OH:8])([O:24][CH3:25])[CH2:15][CH2:14][N:13]([C:16]([O:18][C:19]([CH3:22])([CH3:21])[CH3:20])=[O:17])[CH2:12]1. (5) Given the reactants [CH:1]1([N:4]2[C:8]3[C:9]([O:22][C@@H:23]([C@H:25]4[CH2:29][NH:28][C:27](=[O:30])[CH2:26]4)[CH3:24])=[CH:10][C:11](B4OC(C)(C)C(C)(C)O4)=[CH:12][C:7]=3[N:6]=[CH:5]2)[CH2:3][CH2:2]1.Br[C:32]1[S:36][C:35]([CH:37]2[CH2:42][CH2:41][O:40][CH2:39][CH2:38]2)=[N:34][CH:33]=1.C([O-])([O-])=O.[Na+].[Na+].N#N, predict the reaction product. The product is: [CH:1]1([N:4]2[C:8]3[C:9]([O:22][C@@H:23]([C@H:25]4[CH2:29][NH:28][C:27](=[O:30])[CH2:26]4)[CH3:24])=[CH:10][C:11]([C:32]4[S:36][C:35]([CH:37]5[CH2:42][CH2:41][O:40][CH2:39][CH2:38]5)=[N:34][CH:33]=4)=[CH:12][C:7]=3[N:6]=[CH:5]2)[CH2:2][CH2:3]1. (6) Given the reactants CO[CH:3](OC)[N:4]([CH3:6])[CH3:5].[N+:9]([CH2:12][C:13]([O:15][CH2:16][CH3:17])=[O:14])([O-:11])=[O:10], predict the reaction product. The product is: [CH3:6][N:4]([CH3:5])[CH:3]=[C:12]([N+:9]([O-:11])=[O:10])[C:13]([O:15][CH2:16][CH3:17])=[O:14]. (7) Given the reactants Cl.[Br:2][C:3]1[CH:4]=[C:5]([C@@H:9]2[CH2:11][C@H:10]2[CH2:12][NH2:13])[CH:6]=[CH:7][CH:8]=1.[CH3:14][C:15]([O:18][C:19](O[C:19]([O:18][C:15]([CH3:17])([CH3:16])[CH3:14])=[O:20])=[O:20])([CH3:17])[CH3:16].[OH-].[Na+], predict the reaction product. The product is: [C:15]([O:18][C:19](=[O:20])[NH:13][CH2:12][C@@H:10]1[CH2:11][C@H:9]1[C:5]1[CH:6]=[CH:7][CH:8]=[C:3]([Br:2])[CH:4]=1)([CH3:17])([CH3:16])[CH3:14]. (8) Given the reactants C(OC(=O)[NH:7][C@@H:8]1[CH2:14][C:13]([F:16])([F:15])[CH2:12][CH2:11][N:10]([CH2:17][C:18]2[CH:23]=[CH:22][C:21]([O:24][CH3:25])=[CH:20][C:19]=2[O:26][CH3:27])[C:9]1=[O:28])(C)(C)C.Cl.O1CCOCC1.CCN(C(C)C)C(C)C.[Cl:46][C:47]1[S:51][C:50]([S:52](Cl)(=[O:54])=[O:53])=[CH:49][CH:48]=1, predict the reaction product. The product is: [CH3:27][O:26][C:19]1[CH:20]=[C:21]([O:24][CH3:25])[CH:22]=[CH:23][C:18]=1[CH2:17][N:10]1[CH2:11][CH2:12][C:13]([F:15])([F:16])[CH2:14][C@@H:8]([NH:7][S:52]([C:50]2[S:51][C:47]([Cl:46])=[CH:48][CH:49]=2)(=[O:54])=[O:53])[C:9]1=[O:28]. (9) Given the reactants [CH3:1][C:2]1[C:11]([CH3:12])=[CH:10][C:9]2[C:4](=[CH:5][CH:6]=[CH:7][CH:8]=2)[C:3]=1[OH:13].Cl[CH:15](Cl)[O:16]C.[Cl-].[Cl-].[Cl-].[Al+3].O, predict the reaction product. The product is: [OH:13][C:3]1[C:4]2[C:9](=[CH:8][CH:7]=[CH:6][CH:5]=2)[C:10]([CH:15]=[O:16])=[C:11]([CH3:12])[C:2]=1[CH3:1].